Task: Predict the reactants needed to synthesize the given product.. Dataset: Full USPTO retrosynthesis dataset with 1.9M reactions from patents (1976-2016) (1) Given the product [NH2:35][C@H:36]1[CH2:41][CH2:40][C@H:39]([NH:42][C:2]2[CH:3]=[C:4]([NH:11][C:12]3[CH:34]=[CH:33][C:15]([C:16]([NH:18][C:19]4[C:20](=[O:32])[N:21]([C:25]5[CH:30]=[CH:29][C:28]([F:31])=[CH:27][CH:26]=5)[CH:22]=[CH:23][CH:24]=4)=[O:17])=[CH:14][CH:13]=3)[C:5]3[N:6]([CH:8]=[CH:9][N:10]=3)[N:7]=2)[CH2:38][CH2:37]1, predict the reactants needed to synthesize it. The reactants are: Cl[C:2]1[CH:3]=[C:4]([NH:11][C:12]2[CH:34]=[CH:33][C:15]([C:16]([NH:18][C:19]3[C:20](=[O:32])[N:21]([C:25]4[CH:30]=[CH:29][C:28]([F:31])=[CH:27][CH:26]=4)[CH:22]=[CH:23][CH:24]=3)=[O:17])=[CH:14][CH:13]=2)[C:5]2[N:6]([CH:8]=[CH:9][N:10]=2)[N:7]=1.[NH2:35][C@H:36]1[CH2:41][CH2:40][C@H:39]([NH2:42])[CH2:38][CH2:37]1. (2) Given the product [CH3:15][Si:16]([CH3:19])([CH3:18])[O:9][CH2:8][CH2:7][O:6][C:4](=[O:5])[C:2]([CH3:1])=[CH2:3], predict the reactants needed to synthesize it. The reactants are: [CH3:1][C:2]([C:4]([O:6][CH2:7][CH2:8][OH:9])=[O:5])=[CH2:3].[O-2].[Al+3].[O-2].[O-2].[Al+3].[CH3:15][Si:16]([CH3:19])([CH3:18])Cl. (3) Given the product [Br:17][C:14]1[S:13][C:12]([CH:11]=[C:19]2[CH2:24][CH2:23][CH:22]([C:25]([O:27][CH2:28][CH3:29])=[O:26])[CH2:21][CH2:20]2)=[N:16][CH:15]=1, predict the reactants needed to synthesize it. The reactants are: [H-].[Na+].C(OP([CH2:11][C:12]1[S:13][C:14]([Br:17])=[CH:15][N:16]=1)(=O)OCC)C.O=[C:19]1[CH2:24][CH2:23][CH:22]([C:25]([O:27][CH2:28][CH3:29])=[O:26])[CH2:21][CH2:20]1. (4) The reactants are: [C:1]([O:5][C:6](=[O:15])[NH:7][C:8]1[S:9][C:10]([CH2:13]Cl)=[CH:11][N:12]=1)([CH3:4])([CH3:3])[CH3:2].[P:16]([O:23]CC)([O:20][CH2:21][CH3:22])[O:17][CH2:18][CH3:19]. Given the product [CH2:18]([O:17][P:16]([CH2:13][C:10]1[S:9][C:8]([NH:7][C:6]([O:5][C:1]([CH3:4])([CH3:3])[CH3:2])=[O:15])=[N:12][CH:11]=1)(=[O:23])[O:20][CH2:21][CH3:22])[CH3:19], predict the reactants needed to synthesize it. (5) Given the product [Cl:1][C:2]1[CH:12]=[CH:11][C:5]2[NH:6][C:7]([S:9][CH3:10])=[N:8][C:4]=2[C:3]=1[NH2:13], predict the reactants needed to synthesize it. The reactants are: [Cl:1][C:2]1[CH:12]=[CH:11][C:5]2[NH:6][C:7]([S:9][CH3:10])=[N:8][C:4]=2[C:3]=1[N+:13]([O-])=O.O.C(O)(=O)C.C(O)=O. (6) Given the product [CH2:17]([C:4]1[C:3]2[C:19](=[O:20])[NH:32][CH2:33][C:34]([C:36]3[CH:41]=[CH:40][CH:39]=[CH:38][CH:37]=3)=[N:1][C:2]=2[N:6]([C:7]2[CH:12]=[CH:11][C:10]([S:13]([CH3:16])(=[O:15])=[O:14])=[CH:9][CH:8]=2)[N:5]=1)[CH3:18], predict the reactants needed to synthesize it. The reactants are: [NH2:1][C:2]1[N:6]([C:7]2[CH:12]=[CH:11][C:10]([S:13]([CH3:16])(=[O:15])=[O:14])=[CH:9][CH:8]=2)[N:5]=[C:4]([CH2:17][CH3:18])[C:3]=1[C:19](O)=[O:20].N1C=CC=N1.O=S(Cl)Cl.Cl.[NH2:32][CH2:33][C:34]([C:36]1[CH:41]=[CH:40][CH:39]=[CH:38][CH:37]=1)=O.C(N(CC)CC)C.